From a dataset of Full USPTO retrosynthesis dataset with 1.9M reactions from patents (1976-2016). Predict the reactants needed to synthesize the given product. (1) Given the product [CH2:24]([S:21]([C:19]1[CH:18]=[CH:17][C:16]([OH:26])=[C:15]([NH:14][C:11]([C:6]2[NH:7][C:8]3[C:4]([CH:5]=2)=[CH:3][C:2]([CH3:1])=[CH:10][CH:9]=3)=[O:13])[CH:20]=1)(=[O:23])=[O:22])[CH3:25], predict the reactants needed to synthesize it. The reactants are: [CH3:1][C:2]1[CH:3]=[C:4]2[C:8](=[CH:9][CH:10]=1)[NH:7][C:6]([C:11]([OH:13])=O)=[CH:5]2.[NH2:14][C:15]1[CH:20]=[C:19]([S:21]([CH2:24][CH3:25])(=[O:23])=[O:22])[CH:18]=[CH:17][C:16]=1[OH:26].F[P-](F)(F)(F)(F)F.N1(O[P+](N(C)C)(N(C)C)N(C)C)C2C=CC=CC=2N=N1. (2) Given the product [F:1][C:2]1[CH:7]=[CH:6][C:5]([F:8])=[CH:4][C:3]=1[S:9]([N:12]([C:16]1[CH:21]=[CH:20][CH:19]=[C:18]([C:22]2[C:26]([C:27]3[CH:32]=[CH:31][N:30]=[CH:29][CH:28]=3)=[CH:25][N:24]([CH:33]3[CH2:34][CH2:35][N:36]([CH3:42])[CH2:37][CH2:38]3)[N:23]=2)[C:17]=1[F:39])[CH2:13][O:14][CH3:15])(=[O:11])=[O:10], predict the reactants needed to synthesize it. The reactants are: [F:1][C:2]1[CH:7]=[CH:6][C:5]([F:8])=[CH:4][C:3]=1[S:9]([N:12]([C:16]1[CH:21]=[CH:20][CH:19]=[C:18]([C:22]2[C:26]([C:27]3[CH:32]=[CH:31][N:30]=[CH:29][CH:28]=3)=[CH:25][N:24]([CH:33]3[CH2:38][CH2:37][NH:36][CH2:35][CH2:34]3)[N:23]=2)[C:17]=1[F:39])[CH2:13][O:14][CH3:15])(=[O:11])=[O:10].CO.[C:42](O)(=O)C.C([BH3-])#N.[Na+]. (3) Given the product [F:26][C:27]1[CH:35]=[CH:34][C:30]([C:31]([N:13]2[CH2:14][CH2:15][CH2:16][CH:11]([C:10]#[C:9][C:6]3[CH:7]=[CH:8][C:3]([F:2])=[CH:4][CH:5]=3)[CH2:12]2)=[O:32])=[CH:29][CH:28]=1, predict the reactants needed to synthesize it. The reactants are: Cl.[F:2][C:3]1[CH:8]=[CH:7][C:6]([C:9]#[C:10][CH:11]2[CH2:16][CH2:15][CH2:14][NH:13][CH2:12]2)=[CH:5][CH:4]=1.CCN(C(C)C)C(C)C.[F:26][C:27]1[CH:35]=[CH:34][C:30]([C:31](Cl)=[O:32])=[CH:29][CH:28]=1. (4) Given the product [N:29]12[CH2:37][CH2:36][CH:33]([CH2:34][CH2:35]1)[N:32]([C:2]1[CH:3]=[CH:4][C:5]([N+:18]([O-:20])=[O:19])=[C:6]([CH:17]=1)[C:7]([NH:9][CH2:10][C:11]([NH:13][CH:14]([CH3:16])[CH3:15])=[O:12])=[O:8])[CH2:31][CH2:30]2, predict the reactants needed to synthesize it. The reactants are: F[C:2]1[CH:3]=[CH:4][C:5]([N+:18]([O-:20])=[O:19])=[C:6]([CH:17]=1)[C:7]([NH:9][CH2:10][C:11]([NH:13][CH:14]([CH3:16])[CH3:15])=[O:12])=[O:8].C(=O)([O-])[O-].[K+].[K+].Cl.Cl.[N:29]12[CH2:37][CH2:36][CH:33]([CH2:34][CH2:35]1)[NH:32][CH2:31][CH2:30]2. (5) Given the product [Br:1][C:2]1[CH:18]=[CH:17][C:5]2[O:6][CH2:7][CH2:8][C@@H:9]3[CH2:14][S:13][C:12]([NH:15][C:19](=[O:20])[O:21][C:22]([CH3:25])([CH3:24])[CH3:23])=[N:11][C@:10]3([CH3:16])[C:4]=2[CH:3]=1, predict the reactants needed to synthesize it. The reactants are: [Br:1][C:2]1[CH:18]=[CH:17][C:5]2[O:6][CH2:7][CH2:8][C@@H:9]3[CH2:14][S:13][C:12]([NH2:15])=[N:11][C@:10]3([CH3:16])[C:4]=2[CH:3]=1.[C:19](O[C:19]([O:21][C:22]([CH3:25])([CH3:24])[CH3:23])=[O:20])([O:21][C:22]([CH3:25])([CH3:24])[CH3:23])=[O:20]. (6) The reactants are: [C:1]([N:5]1[CH2:10][CH2:9][N:8]([C:11]2[CH:12]=[CH:13][C:14]([N:17]3[C:26]4[C:21](=[CH:22][CH:23]=[CH:24][CH:25]=4)[N:20](C(O)=O)[CH2:19][CH2:18]3)=[N:15][CH:16]=2)[CH2:7][CH2:6]1)([CH3:4])([CH3:3])[CH3:2].Cl.C([O-])(O)=O.[Na+]. Given the product [C:1]([N:5]1[CH2:10][CH2:9][N:8]([C:11]2[CH:12]=[CH:13][C:14]([N:17]3[C:26]4[C:21](=[CH:22][CH:23]=[CH:24][CH:25]=4)[NH:20][CH2:19][CH2:18]3)=[N:15][CH:16]=2)[CH2:7][CH2:6]1)([CH3:4])([CH3:2])[CH3:3], predict the reactants needed to synthesize it. (7) Given the product [Br:1][C:2]1[CH:3]=[C:4]([C:8]2([C:15]3[CH:19]=[CH:18][O:17][CH:16]=3)[C:12]3=[N:24][CH2:23][CH2:22][CH2:21][N:20]3[C:10](=[S:14])[NH:9]2)[CH:5]=[CH:6][CH:7]=1, predict the reactants needed to synthesize it. The reactants are: [Br:1][C:2]1[CH:3]=[C:4]([C:8]2([C:15]3[CH:19]=[CH:18][O:17][CH:16]=3)[C:12](=S)S[C:10](=[S:14])[NH:9]2)[CH:5]=[CH:6][CH:7]=1.[NH2:20][CH2:21][CH2:22][CH2:23][NH2:24].